This data is from Full USPTO retrosynthesis dataset with 1.9M reactions from patents (1976-2016). The task is: Predict the reactants needed to synthesize the given product. (1) Given the product [Br:1][C:2]1[CH:15]=[CH:14][C:5]([CH2:6][S:7](/[CH:10]=[CH:11]/[C:20]2[CH:23]=[CH:24][C:17]([F:16])=[CH:18][CH:19]=2)(=[O:9])=[O:8])=[CH:4][CH:3]=1, predict the reactants needed to synthesize it. The reactants are: [Br:1][C:2]1[CH:15]=[CH:14][C:5]([CH2:6][S:7]([CH2:10][C:11](O)=O)(=[O:9])=[O:8])=[CH:4][CH:3]=1.[F:16][C:17]1[CH:24]=[CH:23][C:20](C=O)=[CH:19][CH:18]=1. (2) Given the product [N:1]1([CH2:11][C:12]([O:14][CH2:15][CH3:16])=[O:13])[C:9]2[C:4](=[CH:5][CH:6]=[CH:7][CH:8]=2)[CH2:3][CH2:2]1, predict the reactants needed to synthesize it. The reactants are: [NH:1]1[C:9]2[C:4](=[CH:5][CH:6]=[CH:7][CH:8]=2)[CH2:3][CH2:2]1.Br[CH2:11][C:12]([O:14][CH2:15][CH3:16])=[O:13].C(=O)([O-])[O-].[K+].[K+].CN(C)C=O. (3) Given the product [F:23][C:24]1[CH:31]=[CH:30][C:27]([CH2:28][NH:29][C:19]([C:3]2[C:2]([OH:1])=[C:6]3[C:7](=[O:18])[N:8]([CH3:17])[CH2:9][CH:10]([C:11]4[CH:12]=[N:13][CH:14]=[CH:15][CH:16]=4)[N:5]3[N:4]=2)=[O:20])=[CH:26][CH:25]=1, predict the reactants needed to synthesize it. The reactants are: [OH:1][C:2]1[C:3]([C:19](OC)=[O:20])=[N:4][N:5]2[CH:10]([C:11]3[CH:12]=[N:13][CH:14]=[CH:15][CH:16]=3)[CH2:9][N:8]([CH3:17])[C:7](=[O:18])[C:6]=12.[F:23][C:24]1[CH:31]=[CH:30][C:27]([CH2:28][NH2:29])=[CH:26][CH:25]=1. (4) Given the product [Cl:3][C:4]1[CH:5]=[C:6]([CH:7]=[CH:8][CH:9]=1)[O:10][C:12]1[CH:21]=[CH:20][C:19]2[C:14](=[C:15]([C:22]3[NH:30][C:29]4[CH2:28][CH2:27][NH:26][C:25](=[O:31])[C:24]=4[CH:23]=3)[CH:16]=[CH:17][CH:18]=2)[N:13]=1, predict the reactants needed to synthesize it. The reactants are: [H-].[Na+].[Cl:3][C:4]1[CH:5]=[C:6]([OH:10])[CH:7]=[CH:8][CH:9]=1.Cl[C:12]1[CH:21]=[CH:20][C:19]2[C:14](=[C:15]([C:22]3[NH:30][C:29]4[CH2:28][CH2:27][NH:26][C:25](=[O:31])[C:24]=4[CH:23]=3)[CH:16]=[CH:17][CH:18]=2)[N:13]=1. (5) Given the product [Br:33][C:34]1[CH:39]=[CH:38][C:37]([N:24]2[C:23]3[CH:22]=[CH:21][C:20]([C:16]4[CH:17]=[CH:18][C:19]5[N:7]([C:1]6[CH:6]=[CH:5][CH:4]=[CH:3][CH:2]=6)[C:8]6[C:13]([C:14]=5[CH:15]=4)=[CH:12][CH:11]=[CH:10][CH:9]=6)=[CH:32][C:31]=3[C:30]3[C:25]2=[CH:26][CH:27]=[CH:28][CH:29]=3)=[CH:36][CH:35]=1, predict the reactants needed to synthesize it. The reactants are: [C:1]1([N:7]2[C:19]3[CH:18]=[CH:17][C:16]([C:20]4[CH:21]=[CH:22][C:23]5[NH:24][C:25]6[C:30]([C:31]=5[CH:32]=4)=[CH:29][CH:28]=[CH:27][CH:26]=6)=[CH:15][C:14]=3[C:13]3[C:8]2=[CH:9][CH:10]=[CH:11][CH:12]=3)[CH:6]=[CH:5][CH:4]=[CH:3][CH:2]=1.[Br:33][C:34]1[CH:39]=[CH:38][C:37](I)=[CH:36][CH:35]=1.C(=O)([O-])[O-].[K+].[K+].S(=O)(O)[O-].[Na+]. (6) Given the product [C:22]1([C:16]2[CH:17]=[CH:18][CH:19]=[CH:20][CH:21]=2)[CH:23]=[CH:24][C:25]([C:26]2[O:15][N:14]=[C:12]([CH:9]3[CH2:10][CH2:11][N:6]([CH:3]([CH2:4][CH3:5])[CH2:1][CH3:2])[CH2:7][CH2:8]3)[N:13]=2)=[CH:29][CH:30]=1, predict the reactants needed to synthesize it. The reactants are: [CH2:1]([CH:3]([N:6]1[CH2:11][CH2:10][CH:9]([C:12]([NH:14][OH:15])=[NH:13])[CH2:8][CH2:7]1)[CH2:4][CH3:5])[CH3:2].[C:16]1([C:22]2[CH:30]=[CH:29][C:25]([C:26](Cl)=O)=[CH:24][CH:23]=2)[CH:21]=[CH:20][CH:19]=[CH:18][CH:17]=1.